Dataset: Tyrosyl-DNA phosphodiesterase HTS with 341,365 compounds. Task: Binary Classification. Given a drug SMILES string, predict its activity (active/inactive) in a high-throughput screening assay against a specified biological target. (1) The compound is o1c(Cc2oc(cc2)C(OC)=O)ccc1C(OC)=O. The result is 0 (inactive). (2) The compound is O1C(CCC1)Cn1c(=O)n(c2c(c1=O)cc(OC)c(OC)c2)CC(=O)Nc1c(OC)ccc(OC)c1. The result is 0 (inactive). (3) The molecule is S1\C(=C/c2n(c3cc(ccc3)C(O)=O)ccc2)C(=O)N(CC(=O)Nc2c(cccc2)C)C1=O. The result is 1 (active). (4) The drug is O(N1C2C(N(OC)C(=O)C1=O)CCCC2)C. The result is 0 (inactive). (5) The compound is Clc1ccc(CNS(=O)(=O)c2c(=O)n(c(=O)n(c2)C)C)cc1. The result is 0 (inactive). (6) The molecule is s1c(NC(=O)Cc2ccccc2)c(C(=O)N2CCOCC2)c(c2ccccc2)c1. The result is 0 (inactive). (7) The drug is O(C(C(=O)Nc1ccc(cc1)C(=O)N)C)C(=O)c1cc[n+]([O-])cc1. The result is 0 (inactive). (8) The drug is O(C(=O)c1[nH]c2c(c1NC(=O)CN(C)C)cccc2)CC. The result is 0 (inactive).